From a dataset of Full USPTO retrosynthesis dataset with 1.9M reactions from patents (1976-2016). Predict the reactants needed to synthesize the given product. Given the product [CH2:18]([O:25][C:26]1[CH:27]=[CH:28][C:29]([C:32]2[N:9]([C:10]3[CH:15]=[CH:14][C:13]([Cl:16])=[CH:12][C:11]=3[Cl:17])[N:8]=[C:2]([C:3]([O:5][CH2:6][CH3:7])=[O:4])[C:33]=2[C:34]#[N:35])=[CH:30][CH:31]=1)[C:19]1[CH:20]=[CH:21][CH:22]=[CH:23][CH:24]=1, predict the reactants needed to synthesize it. The reactants are: Cl[C:2](=[N:8][NH:9][C:10]1[CH:15]=[CH:14][C:13]([Cl:16])=[CH:12][C:11]=1[Cl:17])[C:3]([O:5][CH2:6][CH3:7])=[O:4].[CH2:18]([O:25][C:26]1[CH:31]=[CH:30][C:29]([C:32](=O)[CH2:33][C:34]#[N:35])=[CH:28][CH:27]=1)[C:19]1[CH:24]=[CH:23][CH:22]=[CH:21][CH:20]=1.[O-]CC.[Na+].